The task is: Regression. Given a peptide amino acid sequence and an MHC pseudo amino acid sequence, predict their binding affinity value. This is MHC class II binding data.. This data is from Peptide-MHC class II binding affinity with 134,281 pairs from IEDB. (1) The peptide sequence is AYVATVSEALRIIAG. The MHC is HLA-DQA10102-DQB10602 with pseudo-sequence HLA-DQA10102-DQB10602. The binding affinity (normalized) is 0.509. (2) The peptide sequence is TPTQLSETIDTICDQ. The MHC is DRB1_0101 with pseudo-sequence DRB1_0101. The binding affinity (normalized) is 0.208. (3) The peptide sequence is IIIDSKDTERQLAAM. The MHC is DRB1_0802 with pseudo-sequence DRB1_0802. The binding affinity (normalized) is 0.250. (4) The peptide sequence is EPKYFAATQFEPLAA. The MHC is HLA-DPA10103-DPB10601 with pseudo-sequence HLA-DPA10103-DPB10601. The binding affinity (normalized) is 0.828. (5) The peptide sequence is KELKGAYVYFASDAS. The MHC is DRB1_1602 with pseudo-sequence DRB1_1602. The binding affinity (normalized) is 0.668.